From a dataset of TCR-epitope binding with 47,182 pairs between 192 epitopes and 23,139 TCRs. Binary Classification. Given a T-cell receptor sequence (or CDR3 region) and an epitope sequence, predict whether binding occurs between them. The epitope is PKYVKQNTLKLAT. The TCR CDR3 sequence is CASRRPQEGTEAFF. Result: 1 (the TCR binds to the epitope).